Dataset: Catalyst prediction with 721,799 reactions and 888 catalyst types from USPTO. Task: Predict which catalyst facilitates the given reaction. (1) Reactant: [CH3:1][C:2]1[N:3]=[C:4]([C:12]2[CH:17]=[CH:16][CH:15]=[C:14]([C:18]([F:21])([F:20])[F:19])[CH:13]=2)[N:5]2[C:10]=1[CH:9]=[N:8][C:7]([NH2:11])=[N:6]2.Br[C:23]1[CH:28]=[C:27]([O:29][CH3:30])[CH:26]=[CH:25][C:24]=1[O:31][CH3:32].C(P(C(C)(C)C)C1C=CC=CC=1C1C=CC=CC=1)(C)(C)C.CC([O-])(C)C.[Na+]. Product: [CH3:30][O:29][C:27]1[CH:28]=[CH:23][C:24]([O:31][CH3:32])=[CH:25][C:26]=1[NH:11][C:7]1[N:8]=[CH:9][C:10]2=[C:2]([CH3:1])[N:3]=[C:4]([C:12]3[CH:17]=[CH:16][CH:15]=[C:14]([C:18]([F:21])([F:19])[F:20])[CH:13]=3)[N:5]2[N:6]=1. The catalyst class is: 62. (2) Reactant: [Cl:1][C:2]1[C:9]([OH:10])=[CH:8][CH:7]=[CH:6][C:3]=1[CH:4]=[O:5].C(=O)([O-])[O-].[Cs+].[Cs+].CS(O[CH:22]([CH2:25][CH3:26])[C:23]#[N:24])(=O)=O.[I-].[K+]. Product: [Cl:1][C:2]1[C:3]([CH:4]=[O:5])=[CH:6][CH:7]=[CH:8][C:9]=1[O:10][CH:22]([CH2:25][CH3:26])[C:23]#[N:24]. The catalyst class is: 264. (3) Reactant: Br[C:2]1[N:7]=[C:6]2[C:8]([C:30]([NH:32][C:33]([CH3:36])([CH3:35])[CH3:34])=[O:31])=[CH:9][N:10](C(C3C=CC=CC=3)(C3C=CC=CC=3)C3C=CC=CC=3)[C:5]2=[N:4][CH:3]=1.N1[C:45]2[C:40](=[C:41](B(O)O)[CH:42]=[CH:43][CH:44]=2)[CH:39]=[N:38]1.[CH3:49][CH:50](C1C=C(C(C)C)C(C2C=CC=CC=2P(C2CCCCC2)C2CCCCC2)=C(C(C)C)C=1)C.C([O-])([O-])=O.[Na+].[Na+]. Product: [C:33]([NH:32][C:30]([C:8]1[C:6]2=[N:7][C:2]([C:41]3[CH:42]=[CH:43][CH:44]=[C:45]4[C:40]=3[CH:39]=[N:38][CH:50]=[CH:49]4)=[CH:3][N:4]=[C:5]2[NH:10][CH:9]=1)=[O:31])([CH3:35])([CH3:34])[CH3:36]. The catalyst class is: 70. (4) Reactant: [O:1]([C:8]1[CH:13]=[CH:12][C:11]([C:14]2[C:22]3[C:17](=[N:18][CH:19]=[N:20][C:21]=3[NH2:23])[N:16]([CH:24]3[CH2:29][CH2:28][CH2:27][NH:26][CH2:25]3)[N:15]=2)=[CH:10][CH:9]=1)[C:2]1[CH:7]=[CH:6][CH:5]=[CH:4][CH:3]=1.C(N1C=CN=C1)(N1C=CN=C1)=O.[C:42]([CH2:44][C:45](O)=[O:46])#[N:43]. Product: [NH2:23][C:21]1[N:20]=[CH:19][N:18]=[C:17]2[N:16]([CH:24]3[CH2:29][CH2:28][CH2:27][N:26]([C:45](=[O:46])[CH2:44][C:42]#[N:43])[CH2:25]3)[N:15]=[C:14]([C:11]3[CH:10]=[CH:9][C:8]([O:1][C:2]4[CH:7]=[CH:6][CH:5]=[CH:4][CH:3]=4)=[CH:13][CH:12]=3)[C:22]=12. The catalyst class is: 4. (5) Reactant: [CH2:1]([O:8][C:9]([N:11]1[CH2:15][CH2:14][C@@H:13]([NH:16][C:17]([O:19][CH2:20][C:21]2[CH:26]=[CH:25][CH:24]=[CH:23][CH:22]=2)=[O:18])[C@H:12]1[CH2:27][N:28]=[N+]=[N-])=[O:10])[C:2]1[CH:7]=[CH:6][CH:5]=[CH:4][CH:3]=1.C1(P(C2C=CC=CC=2)C2C=CC=CC=2)C=CC=CC=1.O.[C:51]([O:55][C:56](O[C:56]([O:55][C:51]([CH3:54])([CH3:53])[CH3:52])=[O:57])=[O:57])([CH3:54])([CH3:53])[CH3:52]. Product: [CH2:1]([O:8][C:9]([N:11]1[CH2:15][CH2:14][C@@H:13]([NH:16][C:17]([O:19][CH2:20][C:21]2[CH:26]=[CH:25][CH:24]=[CH:23][CH:22]=2)=[O:18])[C@H:12]1[CH2:27][NH:28][C:56]([O:55][C:51]([CH3:54])([CH3:53])[CH3:52])=[O:57])=[O:10])[C:2]1[CH:7]=[CH:6][CH:5]=[CH:4][CH:3]=1. The catalyst class is: 7. (6) Reactant: [CH3:1][C:2]1[N:6]([C:7]2[CH:12]=[CH:11][CH:10]=[C:9]([C:13]([F:16])([F:15])[F:14])[CH:8]=2)[C:5](=[O:17])[NH:4][C:3]=1[C:18]1[N:19]([C:23]2[CH:30]=[CH:29][C:26]([C:27]#[N:28])=[CH:25][CH:24]=2)[CH:20]=[CH:21][N:22]=1.CCN(C(C)C)C(C)C.[CH:40]1([N:45]=[C:46]=[O:47])[CH2:44][CH2:43][CH2:42][CH2:41]1. Product: [CH:40]1([NH:45][C:46]([N:4]2[C:3]([C:18]3[N:19]([C:23]4[CH:24]=[CH:25][C:26]([C:27]#[N:28])=[CH:29][CH:30]=4)[CH:20]=[CH:21][N:22]=3)=[C:2]([CH3:1])[N:6]([C:7]3[CH:12]=[CH:11][CH:10]=[C:9]([C:13]([F:16])([F:15])[F:14])[CH:8]=3)[C:5]2=[O:17])=[O:47])[CH2:44][CH2:43][CH2:42][CH2:41]1. The catalyst class is: 2. (7) Product: [Cl:7][C:8]1[CH:9]=[C:10]2[C:14](=[CH:15][CH:16]=1)[N:13]([S:50]([C:48]1[CH:47]=[CH:46][CH:45]=[C:44]3[C:49]=1[N:40]=[CH:41][CH:42]=[CH:43]3)(=[O:51])=[O:52])[C:12](=[O:17])[C:11]2([C:30]1[CH:35]=[CH:34][C:33]([O:36][CH3:37])=[CH:32][C:31]=1[O:38][CH3:39])[N:18]1[CH2:19][CH2:20][N:21]([C:24]2[CH:29]=[CH:28][N:27]=[CH:26][CH:25]=2)[CH2:22][CH2:23]1. Reactant: CC(C)([O-])C.[K+].[Cl:7][C:8]1[CH:9]=[C:10]2[C:14](=[CH:15][CH:16]=1)[NH:13][C:12](=[O:17])[C:11]2([C:30]1[CH:35]=[CH:34][C:33]([O:36][CH3:37])=[CH:32][C:31]=1[O:38][CH3:39])[N:18]1[CH2:23][CH2:22][N:21]([C:24]2[CH:29]=[CH:28][N:27]=[CH:26][CH:25]=2)[CH2:20][CH2:19]1.[N:40]1[C:49]2[C:44](=[CH:45][CH:46]=[CH:47][C:48]=2[S:50](Cl)(=[O:52])=[O:51])[CH:43]=[CH:42][CH:41]=1.O. The catalyst class is: 9. (8) Reactant: [F:1][C:2]1[C:3]([NH:28][C@H:29]2[CH2:34][CH2:33][CH2:32][C@@H:31]([NH2:35])[CH2:30]2)=[N:4][C:5]([C:8]2[C:16]3[C:11](=[N:12][CH:13]=[C:14]([F:17])[CH:15]=3)[N:10]([S:18]([C:21]3[CH:26]=[CH:25][C:24]([CH3:27])=[CH:23][CH:22]=3)(=[O:20])=[O:19])[CH:9]=2)=[N:6][CH:7]=1.FC1C(NC2CCCCC2N)=NC(C2C3C(=NC=CC=3)NC=2)=NC=1.[N:60]1([C:66](Cl)=[O:67])[CH2:65][CH2:64][O:63][CH2:62][CH2:61]1.CCN(C(C)C)C(C)C. Product: [F:1][C:2]1[C:3]([NH:28][C@H:29]2[CH2:34][CH2:33][CH2:32][C@@H:31]([NH:35][C:66]([N:60]3[CH2:65][CH2:64][O:63][CH2:62][CH2:61]3)=[O:67])[CH2:30]2)=[N:4][C:5]([C:8]2[C:16]3[C:11](=[N:12][CH:13]=[C:14]([F:17])[CH:15]=3)[N:10]([S:18]([C:21]3[CH:22]=[CH:23][C:24]([CH3:27])=[CH:25][CH:26]=3)(=[O:19])=[O:20])[CH:9]=2)=[N:6][CH:7]=1. The catalyst class is: 18. (9) Product: [F:10][C:9]1[CH:8]=[CH:7][CH:6]=[C:3]([C:4]#[N:5])[C:2]=1[C:15]1[CH:16]=[C:17]([N+:20]([O-:22])=[O:21])[CH:18]=[CH:19][C:14]=1[F:13]. The catalyst class is: 7. Reactant: Br[C:2]1[C:9]([F:10])=[CH:8][CH:7]=[CH:6][C:3]=1[C:4]#[N:5].[F-].[K+].[F:13][C:14]1[CH:19]=[CH:18][C:17]([N+:20]([O-:22])=[O:21])=[CH:16][C:15]=1B1OC(C)(C)C(C)(C)O1.